This data is from Full USPTO retrosynthesis dataset with 1.9M reactions from patents (1976-2016). The task is: Predict the reactants needed to synthesize the given product. (1) Given the product [CH2:37]([C:41]1[CH:46]=[CH:45][C:44]([C:47]([N:49]=[C:50]=[S:51])=[O:48])=[CH:43][CH:42]=1)[CH2:38][CH2:39][CH3:40].[CH2:37]([C:41]1[CH:46]=[CH:45][C:44]([C:47]([NH:49][C:50]([NH:33][C:32]2[CH:34]=[CH:35][C:29]([O:28][C:19]3[C:18]4[C:23](=[CH:24][C:25]([O:26][CH3:27])=[C:16]([O:15][CH3:14])[CH:17]=4)[N:22]=[CH:21][CH:20]=3)=[CH:30][C:31]=2[F:36])=[S:51])=[O:48])=[CH:43][CH:42]=1)[CH2:38][CH2:39][CH3:40], predict the reactants needed to synthesize it. The reactants are: C(C1C=CC(C(Cl)=O)=CC=1)CCC.[CH3:14][O:15][C:16]1[CH:17]=[C:18]2[C:23](=[CH:24][C:25]=1[O:26][CH3:27])[N:22]=[CH:21][CH:20]=[C:19]2[O:28][C:29]1[CH:35]=[CH:34][C:32]([NH2:33])=[C:31]([F:36])[CH:30]=1.[CH2:37]([C:41]1[CH:46]=[CH:45][C:44]([C:47]([N:49]=[C:50]=[S:51])=[O:48])=[CH:43][CH:42]=1)[CH2:38][CH2:39][CH3:40]. (2) Given the product [C:15]([O:14][C:13](=[O:19])[NH:12][CH2:11][CH2:10][N:5]1[CH2:6][CH2:7][C:3]([F:8])([F:2])[CH2:4]1)([CH3:18])([CH3:17])[CH3:16], predict the reactants needed to synthesize it. The reactants are: Cl.[F:2][C:3]1([F:8])[CH2:7][CH2:6][NH:5][CH2:4]1.Br[CH2:10][CH2:11][NH:12][C:13](=[O:19])[O:14][C:15]([CH3:18])([CH3:17])[CH3:16].C(N(CC)C(C)C)(C)C. (3) The reactants are: [F:1][C:2]([F:17])([F:16])[C:3]1[CH:8]=[CH:7][C:6]([C:9](=O)[CH2:10][CH2:11][C:12](=O)[CH3:13])=[CH:5][CH:4]=1.Cl.[NH2:19][CH2:20][C:21]([O:23][CH2:24][CH3:25])=[O:22].C(N(CC)CC)C. Given the product [CH3:13][C:12]1[N:19]([CH2:20][C:21]([O:23][CH2:24][CH3:25])=[O:22])[C:9]([C:6]2[CH:7]=[CH:8][C:3]([C:2]([F:17])([F:16])[F:1])=[CH:4][CH:5]=2)=[CH:10][CH:11]=1, predict the reactants needed to synthesize it. (4) Given the product [NH2:2][C:3]1[C:4]2[C:14]([O:15][CH2:16][C:17]3([NH:20][C:26](=[O:27])[C:25]4[CH:29]=[CH:30][N:31]=[C:23]([CH3:22])[CH:24]=4)[CH2:19][CH2:18]3)=[CH:13][CH:12]=[CH:11][C:5]=2[NH:6][S:7](=[O:10])(=[O:9])[N:8]=1, predict the reactants needed to synthesize it. The reactants are: Cl.[NH2:2][C:3]1[C:4]2[C:14]([O:15][CH2:16][C:17]3([NH2:20])[CH2:19][CH2:18]3)=[CH:13][CH:12]=[CH:11][C:5]=2[NH:6][S:7](=[O:10])(=[O:9])[N:8]=1.Cl.[CH3:22][C:23]1[CH:24]=[C:25]([CH:29]=[CH:30][N:31]=1)[C:26](O)=[O:27]. (5) Given the product [C:1]([O:4][CH:5]1[CH2:10][CH2:9][CH2:8][N:7]([C:11]2[N:12]=[C:13]3[CH:30]=[C:29](/[CH:31]=[CH:32]/[C:33]4[S:34][CH:35]=[C:36]([CH:38]([CH3:39])[CH3:40])[N:37]=4)[CH:28]=[CH:27][N:14]3[C:15](=[O:26])[C:16]=2/[CH:17]=[CH:18]/[C:19]2[N:21]([CH2:22][CH2:23][C:24]#[N:25])[N:43]=[N:42][N:41]=2)[CH2:6]1)(=[O:3])[CH3:2], predict the reactants needed to synthesize it. The reactants are: [C:1]([O:4][CH:5]1[CH2:10][CH2:9][CH2:8][N:7]([C:11]2[N:12]=[C:13]3[CH:30]=[C:29](/[CH:31]=[CH:32]/[C:33]4[S:34][CH:35]=[C:36]([CH:38]([CH3:40])[CH3:39])[N:37]=4)[CH:28]=[CH:27][N:14]3[C:15](=[O:26])[C:16]=2/[CH:17]=[CH:18]/[C:19]([NH:21][CH2:22][CH2:23][C:24]#[N:25])=O)[CH2:6]1)(=[O:3])[CH3:2].[N-:41]=[N+:42]=[N-:43].[Na+].FC(F)(F)S(OS(C(F)(F)F)(=O)=O)(=O)=O.C(=O)([O-])O.[Na+]. (6) Given the product [Cl:1][C:2]1[N:3]=[C:4]([NH:26][CH:23]2[CH2:25][CH2:24]2)[C:5]2[C:10]([I:11])=[CH:9][N:8]([S:12]([C:15]3[CH:21]=[CH:20][C:18]([CH3:19])=[CH:17][CH:16]=3)(=[O:14])=[O:13])[C:6]=2[N:7]=1, predict the reactants needed to synthesize it. The reactants are: [Cl:1][C:2]1[N:3]=[C:4](Cl)[C:5]2[C:10]([I:11])=[CH:9][N:8]([S:12]([C:15]3[CH:21]=[CH:20][C:18]([CH3:19])=[CH:17][CH:16]=3)(=[O:14])=[O:13])[C:6]=2[N:7]=1.[CH:23]1([NH2:26])[CH2:25][CH2:24]1.CCN(C(C)C)C(C)C.